From a dataset of Full USPTO retrosynthesis dataset with 1.9M reactions from patents (1976-2016). Predict the reactants needed to synthesize the given product. (1) Given the product [Cl:1][C:2]1[C:10]2[C:5](=[CH:6][C:7]([CH2:11][OH:12])=[CH:8][CH:9]=2)[NH:4][N:3]=1, predict the reactants needed to synthesize it. The reactants are: [Cl:1][C:2]1[C:10]2[C:5](=[CH:6][C:7]([C:11](OC)=[O:12])=[CH:8][CH:9]=2)[NH:4][N:3]=1.[H-].C([Al+]CC(C)C)C(C)C.O. (2) Given the product [Cl:1][C:2]1[C:7]([C:8]2[CH:13]=[CH:12][C:11]([O:16][CH3:15])=[CH:10][CH:9]=2)=[N:6][CH:5]=[CH:4][N:3]=1, predict the reactants needed to synthesize it. The reactants are: [Cl:1][C:2]1[C:7]([C:8]2[CH:13]=[CH:12][C:11](Cl)=[CH:10][CH:9]=2)=[N:6][CH:5]=[CH:4][N:3]=1.[CH3:15][O:16]C1C=CC(B(O)O)=CC=1. (3) The reactants are: [CH2:1]([N:8]1[C:17]2[C:12](=[C:13]([Cl:18])[CH:14]=[CH:15][CH:16]=2)[C:11](=[O:19])[C:10]([CH2:20]O)=[N:9]1)[C:2]1[CH:7]=[CH:6][CH:5]=[CH:4][CH:3]=1.C(N(CC)CC)C.CS([Cl:33])(=O)=O. Given the product [CH2:1]([N:8]1[C:17]2[C:12](=[C:13]([Cl:18])[CH:14]=[CH:15][CH:16]=2)[C:11](=[O:19])[C:10]([CH2:20][Cl:33])=[N:9]1)[C:2]1[CH:7]=[CH:6][CH:5]=[CH:4][CH:3]=1, predict the reactants needed to synthesize it. (4) Given the product [C:45]([C:43]1[CH:44]=[C:28]([NH:27][C:2]2[N:7]=[C:6]([O:8][C:9]3[C:18]4[C:13](=[CH:14][CH:15]=[CH:16][CH:17]=4)[C:12]([NH:19][C:20](=[O:26])[O:21][C:22]([CH3:23])([CH3:25])[CH3:24])=[CH:11][CH:10]=3)[CH:5]=[CH:4][N:3]=2)[CH:29]=[C:30]([C:31](=[O:32])[NH:33][CH2:34][CH2:35][N:36]2[CH2:37][CH2:38][O:39][CH2:40][CH2:41]2)[CH:42]=1)#[CH:46], predict the reactants needed to synthesize it. The reactants are: Cl[C:2]1[N:7]=[C:6]([O:8][C:9]2[C:18]3[C:13](=[CH:14][CH:15]=[CH:16][CH:17]=3)[C:12]([NH:19][C:20](=[O:26])[O:21][C:22]([CH3:25])([CH3:24])[CH3:23])=[CH:11][CH:10]=2)[CH:5]=[CH:4][N:3]=1.[NH2:27][C:28]1[CH:29]=[C:30]([CH:42]=[C:43]([C:45]#[CH:46])[CH:44]=1)[C:31]([NH:33][CH2:34][CH2:35][N:36]1[CH2:41][CH2:40][O:39][CH2:38][CH2:37]1)=[O:32].C([O-])(O)=O.[Na+]. (5) Given the product [CH3:18][O:17][C:15](=[O:16])[CH2:14][NH:8][CH2:9][CH:10]([OH:12])[CH3:11], predict the reactants needed to synthesize it. The reactants are: C(N(CC)CC)C.[NH2:8][CH2:9][CH:10]([OH:12])[CH3:11].Br[CH2:14][C:15]([O:17][CH3:18])=[O:16]. (6) Given the product [CH3:3][C:2]([CH:4]1[CH:8]2[CH:9]3[C:22]([CH3:25])([CH2:23][CH2:24][C:7]2([C:31]([OH:33])=[O:32])[CH2:6][CH2:5]1)[C:21]1([CH3:26])[CH:12]([C:13]2([CH3:30])[CH:18]([CH2:19][CH2:20]1)[C:17]([CH3:27])([CH3:28])[CH:16]([O:29][C:34]([CH3:35])=[O:36])[CH2:15][CH2:14]2)[CH2:11][CH2:10]3)=[CH2:1], predict the reactants needed to synthesize it. The reactants are: [CH3:1][C:2]([C@H:4]1[C@@H:8]2[C@@H:9]3[C@@:22]([CH3:25])([CH2:23][CH2:24][C@@:7]2([C:31]([OH:33])=[O:32])[CH2:6][CH2:5]1)[C@@:21]1([CH3:26])[C@@H:12]([C@:13]2([CH3:30])[C@@H:18]([CH2:19][CH2:20]1)[C:17]([CH3:28])([CH3:27])[C@@H:16]([OH:29])[CH2:15][CH2:14]2)[CH2:11][CH2:10]3)=[CH2:3].[C:34](OC(=O)C)(=[O:36])[CH3:35]. (7) Given the product [CH3:1][C:2]1[CH:7]([C:8]([O:10][CH2:11][CH3:12])=[O:9])[C:6]([CH3:13])=[CH:5][NH:4][N:3]=1, predict the reactants needed to synthesize it. The reactants are: [CH3:1][C:2]12[CH:7]([C:8]([O:10][CH2:11][CH3:12])=[O:9])[C:6]1([CH3:13])[CH2:5][N:4]=[N:3]2.CC[O-].[Na+].